Predict the product of the given reaction. From a dataset of Forward reaction prediction with 1.9M reactions from USPTO patents (1976-2016). (1) Given the reactants Br[C:2]1[CH:11]=[CH:10][C:9]2[N:8]=[CH:7][C:6]3[N:12]([CH3:23])[C:13](=[O:22])[N:14]([C:15]4[C:16]([CH3:21])=[N:17][N:18]([CH3:20])[CH:19]=4)[C:5]=3[C:4]=2[CH:3]=1.[CH:24]1([NH:28][C:29]2[CH:30]=[N:31][CH:32]=[C:33](B3OC(C)(C)C(C)(C)O3)[CH:34]=2)[CH2:27][CH2:26][CH2:25]1, predict the reaction product. The product is: [CH:24]1([NH:28][C:29]2[CH:34]=[C:33]([C:2]3[CH:11]=[CH:10][C:9]4[N:8]=[CH:7][C:6]5[N:12]([CH3:23])[C:13](=[O:22])[N:14]([C:15]6[C:16]([CH3:21])=[N:17][N:18]([CH3:20])[CH:19]=6)[C:5]=5[C:4]=4[CH:3]=3)[CH:32]=[N:31][CH:30]=2)[CH2:25][CH2:26][CH2:27]1. (2) Given the reactants [N:1]([C:4]1[CH:9]=[C:8]([O:10][CH3:11])[C:7]([O:12][CH3:13])=[CH:6][C:5]=1[CH:14]([CH3:16])[CH3:15])=[C:2]=[O:3].[F:17][C:18]1[CH:23]=[CH:22][C:21]([C@@H:24]2[CH2:29][C:28](=[O:30])[CH:27]=[CH:26][NH:25]2)=[CH:20][CH:19]=1, predict the reaction product. The product is: [CH:14]([C:5]1[CH:6]=[C:7]([O:12][CH3:13])[C:8]([O:10][CH3:11])=[CH:9][C:4]=1[NH:1][C:2]([N:25]1[CH:26]=[CH:27][C:28](=[O:30])[CH2:29][C@H:24]1[C:21]1[CH:22]=[CH:23][C:18]([F:17])=[CH:19][CH:20]=1)=[O:3])([CH3:16])[CH3:15]. (3) Given the reactants [OH:1][C:2]([C:4](F)(F)F)=O.[Cl:8][C:9]1[S:21][C:12]2[NH:13][C:14](=[O:20])[C:15]([C:18]#[N:19])=[C:16]([OH:17])[C:11]=2[C:10]=1[C:22]1[CH:27]=[CH:26][C:25]([O:28][CH2:29][C:30]2([OH:36])[CH2:35][CH2:34][NH:33][CH2:32][CH2:31]2)=[CH:24][CH:23]=1.CCN(CC)CC.CC(OC(C)=O)=O, predict the reaction product. The product is: [C:2]([N:33]1[CH2:34][CH2:35][C:30]([CH2:29][O:28][C:25]2[CH:24]=[CH:23][C:22]([C:10]3[C:11]4[C:16]([OH:17])=[C:15]([C:18]#[N:19])[C:14](=[O:20])[NH:13][C:12]=4[S:21][C:9]=3[Cl:8])=[CH:27][CH:26]=2)([OH:36])[CH2:31][CH2:32]1)(=[O:1])[CH3:4]. (4) Given the reactants [C:1](Cl)(=O)[C:2]([Cl:4])=[O:3].[CH3:7][N:8]1[C:16]2[C:11](=[CH:12][CH:13]=[CH:14][CH:15]=2)C=[C:9]1C(O)=O, predict the reaction product. The product is: [CH3:9][N:8]1[C:16]2[C:15](=[CH:14][CH:13]=[CH:12][CH:11]=2)[C:1]([C:2]([Cl:4])=[O:3])=[CH:7]1. (5) Given the reactants Cl[C:2]([O:4][C:5]1[CH:10]=[CH:9][CH:8]=[CH:7][CH:6]=1)=[O:3].[NH2:11][C:12]1[CH:13]=[C:14]2[C:18](=[CH:19][CH:20]=1)[N:17]([CH2:21][C:22]1[C:27]([Cl:28])=[CH:26][CH:25]=[CH:24][C:23]=1[Cl:29])[CH:16]=[CH:15]2.CN(C)C1C=CC=CC=1, predict the reaction product. The product is: [C:5]1([O:4][C:2]([NH:11][C:12]2[CH:13]=[C:14]3[C:18](=[CH:19][CH:20]=2)[N:17]([CH2:21][C:22]2[C:27]([Cl:28])=[CH:26][CH:25]=[CH:24][C:23]=2[Cl:29])[CH:16]=[CH:15]3)=[O:3])[CH:10]=[CH:9][CH:8]=[CH:7][CH:6]=1. (6) The product is: [CH3:36][C:35]1[C:30]([NH:29][C:28]([C:25]2[S:24][C:23]([NH:22][C:39]3[CH:44]=[C:43]([N:7]4[CH2:8][CH2:9][N:4]([CH2:3][CH2:2][OH:1])[CH2:5][CH2:6]4)[N:42]=[C:41]([CH3:46])[N:40]=3)=[N:27][CH:26]=2)=[O:38])=[C:31]([Cl:37])[CH:32]=[CH:33][CH:34]=1. Given the reactants [OH:1][CH2:2][CH2:3][N:4]1[CH2:9][CH2:8][NH:7][CH2:6][CH2:5]1.C(=O)([O-])[O-].[Na+].[Na+].C(OC(=O)[N:22]([C:39]1[CH:44]=[C:43](Cl)[N:42]=[C:41]([CH3:46])[N:40]=1)[C:23]1[S:24][C:25]([C:28](=[O:38])[NH:29][C:30]2[C:35]([CH3:36])=[CH:34][CH:33]=[CH:32][C:31]=2[Cl:37])=[CH:26][N:27]=1)(C)(C)C.C(NC(C)(C)C)(C)(C)C.C(O)C(N)(CO)CO, predict the reaction product. (7) Given the reactants [Cl:1][C:2]1[CH:11]=[CH:10][C:9]([NH:12][S:13]([C:16]2[CH:25]=[CH:24][C:23]3[C:18](=[CH:19][C:20]([N:26]=[C:27]=[S:28])=[CH:21][CH:22]=3)[CH:17]=2)(=[O:15])=[O:14])=[CH:8][C:3]=1[C:4]([O:6][CH3:7])=[O:5].[Na+].[NH2:30][C:31]1[CH:40]=[C:39]2[C:34]([C:35]([OH:55])=[CH:36][C:37]([S:41]([NH:44][C:45]3[CH:46]=[C:47]([S:51]([O-:54])(=[O:53])=[O:52])[CH:48]=[CH:49][CH:50]=3)(=[O:43])=[O:42])=[CH:38]2)=[CH:33][CH:32]=1, predict the reaction product. The product is: [Cl:1][C:2]1[CH:11]=[CH:10][C:9]([NH:12][S:13]([C:16]2[CH:17]=[C:18]3[C:23]([CH:22]=[CH:21][C:20]([NH:26][C:27]([NH:30][C:31]4[CH:40]=[C:39]5[C:34]([C:35]([OH:55])=[CH:36][C:37]([S:41]([NH:44][C:45]6[CH:46]=[C:47]([S:51]([OH:54])(=[O:53])=[O:52])[CH:48]=[CH:49][CH:50]=6)(=[O:42])=[O:43])=[CH:38]5)=[CH:33][CH:32]=4)=[S:28])=[CH:19]3)=[CH:24][CH:25]=2)(=[O:15])=[O:14])=[CH:8][C:3]=1[C:4]([O:6][CH3:7])=[O:5]. (8) Given the reactants [F:1][C:2]([F:27])([F:26])[CH2:3][NH:4][C:5]([C:7]1([CH2:21][CH2:22][CH2:23][CH2:24]Br)[C:20]2[CH:19]=[CH:18][CH:17]=[CH:16][C:15]=2[O:14][C:13]2[C:8]1=[CH:9][CH:10]=[CH:11][CH:12]=2)=[O:6].[Cl:28][C:29]1[CH:30]=[C:31]2[C:36](=[CH:37][CH:38]=1)[N:35]=[C:34]([N:39]1[CH2:45][CH2:44][CH2:43][NH:42][CH2:41][CH2:40]1)[CH:33]=[CH:32]2, predict the reaction product. The product is: [F:1][C:2]([F:27])([F:26])[CH2:3][NH:4][C:5]([C:7]1([CH2:21][CH2:22][CH2:23][CH2:24][N:42]2[CH2:43][CH2:44][CH2:45][N:39]([C:34]3[CH:33]=[CH:32][C:31]4[C:36](=[CH:37][CH:38]=[C:29]([Cl:28])[CH:30]=4)[N:35]=3)[CH2:40][CH2:41]2)[C:20]2[CH:19]=[CH:18][CH:17]=[CH:16][C:15]=2[O:14][C:13]2[C:8]1=[CH:9][CH:10]=[CH:11][CH:12]=2)=[O:6]. (9) The product is: [Br:1][C:2]1[C:7]([CH3:8])=[CH:6][C:5]([NH2:9])=[CH:4][C:3]=1[CH3:13]. Given the reactants [Br:1][C:2]1[C:7]([CH3:8])=[CH:6][C:5]([NH:9]C(=O)C)=[CH:4][C:3]=1[CH3:13].Cl, predict the reaction product.